This data is from Peptide-MHC class II binding affinity with 134,281 pairs from IEDB. The task is: Regression. Given a peptide amino acid sequence and an MHC pseudo amino acid sequence, predict their binding affinity value. This is MHC class II binding data. The peptide sequence is RQKIIYSGAVNLDDE. The MHC is DRB1_0301 with pseudo-sequence DRB1_0301. The binding affinity (normalized) is 0.719.